Predict the reaction yield, written as a fraction of the theoretical maximum amount of product (1.0 means a 100% yield; for example, 0.34 means a 34% yield). From a dataset of Reaction yield outcomes from USPTO patents with 853,638 reactions. (1) The yield is 0.820. The reactants are [CH2:1]([N:8]1[C:13](=[O:14])[C:12](Cl)=[C:11]([C:16]2[CH:21]=[CH:20][C:19]([S:22]([CH3:25])(=[O:24])=[O:23])=[CH:18][CH:17]=2)[CH:10]=[N:9]1)[C:2]1[CH:7]=[CH:6][CH:5]=[CH:4][CH:3]=1.[Cl:26][C:27]1[CH:32]=[CH:31][C:30]([OH:33])=[CH:29][CH:28]=1.[H-].[Na+]. The product is [CH2:1]([N:8]1[C:13](=[O:14])[C:12]([O:33][C:30]2[CH:31]=[CH:32][C:27]([Cl:26])=[CH:28][CH:29]=2)=[C:11]([C:16]2[CH:21]=[CH:20][C:19]([S:22]([CH3:25])(=[O:24])=[O:23])=[CH:18][CH:17]=2)[CH:10]=[N:9]1)[C:2]1[CH:7]=[CH:6][CH:5]=[CH:4][CH:3]=1. The catalyst is C1COCC1. (2) The reactants are [F:1][C:2]1[CH:3]=[C:4]([CH:20]=[CH:21][CH:22]=1)[CH2:5][O:6][C:7]1[CH:19]=[CH:18][C:10]([CH2:11][NH:12][C@@H:13]([CH3:17])[C:14]([NH2:16])=[O:15])=[CH:9][CH:8]=1.[CH3:23][S:24]([OH:27])(=[O:26])=[O:25]. The catalyst is C(OCC)(=O)C. The product is [CH3:23][S:24]([OH:27])(=[O:26])=[O:25].[F:1][C:2]1[CH:3]=[C:4]([CH:20]=[CH:21][CH:22]=1)[CH2:5][O:6][C:7]1[CH:8]=[CH:9][C:10]([CH2:11][NH:12][C@@H:13]([CH3:17])[C:14]([NH2:16])=[O:15])=[CH:18][CH:19]=1. The yield is 0.961. (3) The reactants are [Cl-].[CH:2]1([NH:5][C:6](=[O:13])[CH2:7][CH2:8][CH2:9][NH2+:10][CH2:11][CH3:12])[CH2:4][CH2:3]1.[CH3:14][N:15]1[C:27]2[CH2:26][CH2:25][CH:24]([CH:28]3[CH2:33][CH2:32][O:31][CH2:30][CH2:29]3)[CH2:23][C:22]=2[C:21]2[C:16]1=[CH:17][CH:18]=[C:19]([C:34]([OH:36])=O)[CH:20]=2.CCN(C(C)C)C(C)C.CN(C(ON1N=NC2C=CC=NC1=2)=[N+](C)C)C.F[P-](F)(F)(F)(F)F. The catalyst is CN(C=O)C. The product is [CH:2]1([NH:5][C:6](=[O:13])[CH2:7][CH2:8][CH2:9][N:10]([CH2:11][CH3:12])[C:34]([C:19]2[CH:20]=[C:21]3[C:16](=[CH:17][CH:18]=2)[N:15]([CH3:14])[C:27]2[CH2:26][CH2:25][CH:24]([CH:28]4[CH2:33][CH2:32][O:31][CH2:30][CH2:29]4)[CH2:23][C:22]3=2)=[O:36])[CH2:3][CH2:4]1. The yield is 0.490. (4) The reactants are [F:1][C:2]([F:7])([F:6])[C:3]([OH:5])=[O:4].[NH2:8][CH2:9][C:10]([N:12]1[CH2:17][CH2:16][CH:15]([C:18]2[CH:23]=[CH:22][C:21]([NH:24][C:25]([C:27]3[NH:28][CH:29]=[C:30]([C:32]#[N:33])[N:31]=3)=[O:26])=[C:20]([C:34]3[CH2:39][CH2:38][CH2:37][CH2:36][CH:35]=3)[CH:19]=2)[CH2:14][CH2:13]1)=[O:11].[BH-](OC(C)=O)(OC(C)=O)[O:41][C:42]([CH3:44])=O.[Na+].C(C=O)=O. The catalyst is C(Cl)Cl. The product is [C:3]([OH:5])([C:2]([F:7])([F:6])[F:1])=[O:4].[F:1][C:2]([F:7])([F:6])[C:3]([OH:5])=[O:4].[C:34]1([C:20]2[CH:19]=[C:18]([CH:15]3[CH2:16][CH2:17][N:12]([C:10](=[O:11])[CH2:9][NH:8][CH2:44][CH2:42][OH:41])[CH2:13][CH2:14]3)[CH:23]=[CH:22][C:21]=2[NH:24][C:25]([C:27]2[NH:28][CH:29]=[C:30]([C:32]#[N:33])[N:31]=2)=[O:26])[CH2:39][CH2:38][CH2:37][CH2:36][CH:35]=1. The yield is 0.00100. (5) The reactants are CN(C(ON1N=NC2C=CC=NC1=2)=[N+](C)C)C.F[P-](F)(F)(F)(F)F.C(N(CC)C(C)C)(C)C.[CH3:34][N:35]1[C:39]([CH2:40][CH2:41][C:42](O)=O)=[N:38][C:37]([N:45]2[CH2:49][CH2:48][CH2:47][CH2:46]2)=[N:36]1.CC1C=C(C)C=C(C)C=1S([O-])(=O)=O.[NH2:63][N:64]1[C:69](=[NH2+:70])[C:68]([CH3:71])=[CH:67][N:66]=[C:65]1[CH2:72][CH3:73]. The catalyst is CN(C)C=O. The product is [CH2:72]([C:65]1[N:64]2[N:63]=[C:42]([CH2:41][CH2:40][C:39]3[N:35]([CH3:34])[N:36]=[C:37]([N:45]4[CH2:49][CH2:48][CH2:47][CH2:46]4)[N:38]=3)[N:70]=[C:69]2[C:68]([CH3:71])=[CH:67][N:66]=1)[CH3:73]. The yield is 1.00. (6) The reactants are [C:1]([OH:10])(=[O:9])[C@@H:2]([C@H:4]([C:6]([OH:8])=[O:7])[OH:5])[OH:3].[CH2:11](O)[C:12]1[CH:17]=[CH:16][CH:15]=[CH:14][CH:13]=1.C(OCC)C.[C:24]1([CH3:30])[CH:29]=[CH:28][CH:27]=[CH:26][CH:25]=1. The catalyst is C1(C)C=CC(S(O)(=O)=O)=CC=1. The product is [CH2:11]([O:7][C:6](=[O:8])[C@@H:4]([C@H:2]([C:1]([O:10][CH2:30][C:24]1[CH:29]=[CH:28][CH:27]=[CH:26][CH:25]=1)=[O:9])[OH:3])[OH:5])[C:12]1[CH:17]=[CH:16][CH:15]=[CH:14][CH:13]=1. The yield is 0.887. (7) The reactants are I[C:2]1[NH:11][C:5]2=[N:6][CH:7]=[C:8]([Cl:10])[CH:9]=[C:4]2[C:3]=1[C:12]1[CH:13]=[N:14][CH:15]=[N:16][CH:17]=1.[Cl:18][C:19]1[CH:24]=[CH:23][C:22](B(O)O)=[CH:21][N:20]=1.C(=O)([O-])[O-].[K+].[K+]. The catalyst is O1CCOCC1.C1C=CC(P(C2C=CC=CC=2)[C-]2C=CC=C2)=CC=1.C1C=CC(P(C2C=CC=CC=2)[C-]2C=CC=C2)=CC=1.Cl[Pd]Cl.[Fe+2]. The product is [Cl:10][C:8]1[CH:9]=[C:4]2[C:3]([C:12]3[CH:13]=[N:14][CH:15]=[N:16][CH:17]=3)=[C:2]([C:22]3[CH:21]=[N:20][C:19]([Cl:18])=[CH:24][CH:23]=3)[NH:11][C:5]2=[N:6][CH:7]=1. The yield is 0.960. (8) The reactants are [O:1]1[C:5]2[CH:6]=[CH:7][C:8]([C:10]3([C:13]([NH:15][C:16]4[CH:17]=[C:18]5[C:22](=[CH:23][C:24]=4[F:25])[NH:21][CH:20]([C:26]([CH3:29])([CH3:28])[CH3:27])[CH2:19]5)=[O:14])[CH2:12][CH2:11]3)=[CH:9][C:4]=2[O:3][CH2:2]1.[O:30]1[CH2:35][CH2:34][CH2:33][CH:32]([CH:36]=O)[CH2:31]1.[BH-](OC(C)=O)(OC(C)=O)OC(C)=O.[Na+]. The catalyst is ClCCl. The product is [O:1]1[C:5]2[CH:6]=[CH:7][C:8]([C:10]3([C:13]([NH:15][C:16]4[CH:17]=[C:18]5[C:22](=[CH:23][C:24]=4[F:25])[N:21]([CH2:36][CH:32]4[CH2:33][CH2:34][CH2:35][O:30][CH2:31]4)[CH:20]([C:26]([CH3:29])([CH3:28])[CH3:27])[CH2:19]5)=[O:14])[CH2:12][CH2:11]3)=[CH:9][C:4]=2[O:3][CH2:2]1. The yield is 0.500. (9) The reactants are [CH:1](O)=[O:2].C(OC(=O)C)(=O)C.[OH:11][NH:12][CH:13]([CH2:22][S:23]([N:26]1[CH2:31][CH2:30][N:29]([C:32]2[CH:37]=[CH:36][C:35]([O:38][CH2:39][C:40]([F:43])([F:42])[F:41])=[CH:34][N:33]=2)[CH2:28][CH2:27]1)(=[O:25])=[O:24])[CH2:14][CH2:15][C:16]1[N:21]=[CH:20][CH:19]=[CH:18][N:17]=1. The catalyst is C(Cl)Cl. The product is [OH:11][N:12]([C@H:13]([CH2:22][S:23]([N:26]1[CH2:27][CH2:28][N:29]([C:32]2[CH:37]=[CH:36][C:35]([O:38][CH2:39][C:40]([F:43])([F:42])[F:41])=[CH:34][N:33]=2)[CH2:30][CH2:31]1)(=[O:25])=[O:24])[CH2:14][CH2:15][C:16]1[N:17]=[CH:18][CH:19]=[CH:20][N:21]=1)[CH:1]=[O:2]. The yield is 0.910.